This data is from Forward reaction prediction with 1.9M reactions from USPTO patents (1976-2016). The task is: Predict the product of the given reaction. Given the reactants [C:1]([O:5][CH2:6][CH3:7])(=[O:4])[CH:2]=O.[CH3:8][C@H:9]([NH2:16])[C:10]1[CH:15]=[CH:14][CH:13]=[CH:12][CH:11]=1, predict the reaction product. The product is: [CH2:6]([O:5][C:1](=[O:4])[CH:2]=[N:16][C@H:9]([C:10]1[CH:15]=[CH:14][CH:13]=[CH:12][CH:11]=1)[CH3:8])[CH3:7].